The task is: Predict the reaction yield, written as a fraction of the theoretical maximum amount of product (1.0 means a 100% yield; for example, 0.34 means a 34% yield).. This data is from Reaction yield outcomes from USPTO patents with 853,638 reactions. The reactants are [Si:1]([O:8][CH2:9][C@:10]1([CH3:38])[S:16][CH2:15][CH2:14][N:13]2[C:17]([C:20]3([C:23]4[CH:28]=[CH:27][C:26](B5OC(C)(C)C(C)(C)O5)=[CH:25][CH:24]=4)[CH2:22][CH2:21]3)=[N:18][N:19]=[C:12]2[CH2:11]1)([C:4]([CH3:7])([CH3:6])[CH3:5])([CH3:3])[CH3:2].Br[C:40]1[CH:45]=[N:44][C:43]([CH3:46])=[CH:42][N:41]=1.C(=O)([O-])[O-].[K+].[K+]. The catalyst is O.C(OCC)(=O)C.C1C=CC([P]([Pd]([P](C2C=CC=CC=2)(C2C=CC=CC=2)C2C=CC=CC=2)([P](C2C=CC=CC=2)(C2C=CC=CC=2)C2C=CC=CC=2)[P](C2C=CC=CC=2)(C2C=CC=CC=2)C2C=CC=CC=2)(C2C=CC=CC=2)C2C=CC=CC=2)=CC=1. The product is [Si:1]([O:8][CH2:9][C@:10]1([CH3:38])[S:16][CH2:15][CH2:14][N:13]2[C:17]([C:20]3([C:23]4[CH:28]=[CH:27][C:26]([C:40]5[CH:45]=[N:44][C:43]([CH3:46])=[CH:42][N:41]=5)=[CH:25][CH:24]=4)[CH2:21][CH2:22]3)=[N:18][N:19]=[C:12]2[CH2:11]1)([C:4]([CH3:6])([CH3:5])[CH3:7])([CH3:3])[CH3:2]. The yield is 0.490.